The task is: Predict the reactants needed to synthesize the given product.. This data is from Full USPTO retrosynthesis dataset with 1.9M reactions from patents (1976-2016). Given the product [C:18]([O:17][C:15]([N:11]1[CH2:12][CH2:13][CH2:14][C@@H:10]1[C:8]1[S:9][C:5]([C:3]([OH:4])=[O:2])=[CH:6][CH:7]=1)=[O:16])([CH3:21])([CH3:19])[CH3:20], predict the reactants needed to synthesize it. The reactants are: C[O:2][C:3]([C:5]1[S:9][C:8]([C@H:10]2[CH2:14][CH2:13][CH2:12][N:11]2[C:15]([O:17][C:18]([CH3:21])([CH3:20])[CH3:19])=[O:16])=[CH:7][CH:6]=1)=[O:4].O.[OH-].[Li+].